This data is from NCI-60 drug combinations with 297,098 pairs across 59 cell lines. The task is: Regression. Given two drug SMILES strings and cell line genomic features, predict the synergy score measuring deviation from expected non-interaction effect. (1) Drug 1: CC1=CC2C(CCC3(C2CCC3(C(=O)C)OC(=O)C)C)C4(C1=CC(=O)CC4)C. Drug 2: COCCOC1=C(C=C2C(=C1)C(=NC=N2)NC3=CC=CC(=C3)C#C)OCCOC.Cl. Cell line: HCT116. Synergy scores: CSS=3.10, Synergy_ZIP=0.201, Synergy_Bliss=2.57, Synergy_Loewe=3.24, Synergy_HSA=3.13. (2) Drug 1: C1CC(=O)NC(=O)C1N2C(=O)C3=CC=CC=C3C2=O. Drug 2: CC1C(C(CC(O1)OC2CC(CC3=C2C(=C4C(=C3O)C(=O)C5=C(C4=O)C(=CC=C5)OC)O)(C(=O)CO)O)N)O.Cl. Cell line: ACHN. Synergy scores: CSS=54.5, Synergy_ZIP=6.26, Synergy_Bliss=7.05, Synergy_Loewe=-27.2, Synergy_HSA=6.18. (3) Drug 1: C1=CC(=CC=C1C#N)C(C2=CC=C(C=C2)C#N)N3C=NC=N3. Drug 2: C#CCC(CC1=CN=C2C(=N1)C(=NC(=N2)N)N)C3=CC=C(C=C3)C(=O)NC(CCC(=O)O)C(=O)O. Cell line: OVCAR-4. Synergy scores: CSS=59.3, Synergy_ZIP=2.02, Synergy_Bliss=-0.888, Synergy_Loewe=-30.0, Synergy_HSA=-2.11. (4) Drug 2: C1=NC2=C(N1)C(=S)N=CN2. Synergy scores: CSS=22.4, Synergy_ZIP=-10.4, Synergy_Bliss=-16.9, Synergy_Loewe=-42.8, Synergy_HSA=-16.3. Drug 1: C1=C(C(=O)NC(=O)N1)N(CCCl)CCCl. Cell line: OVCAR-4.